This data is from Forward reaction prediction with 1.9M reactions from USPTO patents (1976-2016). The task is: Predict the product of the given reaction. (1) Given the reactants [CH:1]1([CH:6]=[C:7]([C:18]2[NH:29][C:21]3=[N:22][CH:23]=[C:24]([CH2:26][O:27][CH3:28])[CH:25]=[C:20]3[CH:19]=2)[C:8]2[CH:13]=[CH:12][C:11]([S:14]([CH3:17])(=[O:16])=[O:15])=[CH:10][CH:9]=2)[CH2:5][CH2:4][CH2:3][CH2:2]1, predict the reaction product. The product is: [CH:1]1([CH2:6][CH:7]([C:18]2[NH:29][C:21]3=[N:22][CH:23]=[C:24]([CH2:26][O:27][CH3:28])[CH:25]=[C:20]3[CH:19]=2)[C:8]2[CH:13]=[CH:12][C:11]([S:14]([CH3:17])(=[O:16])=[O:15])=[CH:10][CH:9]=2)[CH2:5][CH2:4][CH2:3][CH2:2]1. (2) Given the reactants [C:1]([O:5][C:6]([N:8]1[CH2:13][CH2:12][N:11]([C:14]2[CH:19]=[CH:18][CH:17]=[CH:16][C:15]=2[C:20]([OH:22])=O)[CH2:10][CH2:9]1)=[O:7])([CH3:4])([CH3:3])[CH3:2].[Cl-].[F:24][C:25]([F:35])([F:34])[C:26]1[CH:27]=[C:28]([NH2:33])[C:29]([NH2:32])=[CH:30][CH:31]=1.C(N(C(C)C)CC)(C)C.[NH4+].[Cl-], predict the reaction product. The product is: [C:1]([O:5][C:6]([N:8]1[CH2:13][CH2:12][N:11]([C:14]2[CH:19]=[CH:18][CH:17]=[CH:16][C:15]=2[C:20](=[O:22])[NH:32][C:29]2[CH:30]=[CH:31][C:26]([C:25]([F:24])([F:34])[F:35])=[CH:27][C:28]=2[NH2:33])[CH2:10][CH2:9]1)=[O:7])([CH3:4])([CH3:2])[CH3:3]. (3) Given the reactants [Cl:1][C:2]1[CH:7]=[CH:6][CH:5]=[CH:4][C:3]=1[CH2:8][N:9]1[CH:13]=[C:12](B2OC(C)(C)C(C)(C)O2)[CH:11]=[N:10]1.[OH-:23].[Na+].OO.O.Cl, predict the reaction product. The product is: [Cl:1][C:2]1[CH:7]=[CH:6][CH:5]=[CH:4][C:3]=1[CH2:8][N:9]1[CH:13]=[C:12]([OH:23])[CH:11]=[N:10]1.[CH2:8]([N:9]1[CH:13]=[C:12]([OH:23])[CH:11]=[N:10]1)[C:3]1[CH:4]=[CH:5][CH:6]=[CH:7][CH:2]=1. (4) Given the reactants [CH:1]([C:4]1[CH:21]=[CH:20][CH:19]=[C:18]([CH:22]([CH3:24])[CH3:23])[C:5]=1[O:6][C:7]([C:9]1[CH:17]=[CH:16][CH:15]=[CH:14][C:10]=1[C:11](O)=[O:12])=[O:8])([CH3:3])[CH3:2].Cl.C([O:30][C:31](=[O:35])[CH2:32][CH2:33][NH2:34])(C)(C)C.C(N(C(C)C)CC)(C)C.F[P-](F)(F)(F)(F)F.N1(OC(N(C)C)=[N+](C)C)C2C=CC=CC=2N=N1, predict the reaction product. The product is: [CH:22]([C:18]1[CH:19]=[CH:20][CH:21]=[C:4]([CH:1]([CH3:3])[CH3:2])[C:5]=1[O:6][C:7]([C:9]1[CH:17]=[CH:16][CH:15]=[CH:14][C:10]=1[C:11]([NH:34][CH2:33][CH2:32][C:31]([OH:35])=[O:30])=[O:12])=[O:8])([CH3:24])[CH3:23]. (5) Given the reactants ClC(Cl)(Cl)C(=N)O[C@H:5]1[O:32][C@H:31]([CH2:33][O:34][C:35](=[O:42])[C:36]2[CH:41]=[CH:40][CH:39]=[CH:38][CH:37]=2)[C@@H:21]([O:22][C:23](=[O:30])[C:24]2[CH:29]=[CH:28][CH:27]=[CH:26][CH:25]=2)[C@H:16]([O:17][CH2:18][CH:19]=[CH2:20])[C@@H:6]1[O:7][C:8](=[O:15])[C:9]1[CH:14]=[CH:13][CH:12]=[CH:11][CH:10]=1.[C:46]([O:54][C@H:55]1[C@@H:60]([OH:61])[C@H:59]([O:62][C:63](=[O:70])[C:64]2[CH:69]=[CH:68][CH:67]=[CH:66][CH:65]=2)[C@@H:58]([CH2:71][O:72][C:73](=[O:80])[C:74]2[CH:79]=[CH:78][CH:77]=[CH:76][CH:75]=2)[O:57][C@@H:56]1[O:81][C@H:82]1[C@@H:95]([O:96][CH2:97][C:98]2[CH:103]=[CH:102][CH:101]=[CH:100][CH:99]=2)[C@H:94]([O:104][CH2:105][C:106]2[CH:111]=[CH:110][CH:109]=[CH:108][CH:107]=2)[C@@H:93]([CH2:112][O:113][CH2:114][C:115]2[CH:120]=[CH:119][CH:118]=[CH:117][CH:116]=2)[O:92][C@@H:83]1[O:84][CH2:85][C:86]1[CH:91]=[CH:90][CH:89]=[CH:88][CH:87]=1)(=[O:53])[C:47]1[CH:52]=[CH:51][CH:50]=[CH:49][CH:48]=1.[Si](OS(C(F)(F)F)(=O)=O)(C)(C)C.CCN(CC)CC, predict the reaction product. The product is: [CH2:18]([O:17][C@H:16]1[C@H:21]([O:22][C:23](=[O:30])[C:24]2[CH:25]=[CH:26][CH:27]=[CH:28][CH:29]=2)[C@@H:31]([CH2:33][O:34][C:35](=[O:42])[C:36]2[CH:37]=[CH:38][CH:39]=[CH:40][CH:41]=2)[O:32][C@H:5]([O:61][C@H:60]2[C@H:59]([O:62][C:63](=[O:70])[C:64]3[CH:65]=[CH:66][CH:67]=[CH:68][CH:69]=3)[C@@H:58]([CH2:71][O:72][C:73](=[O:80])[C:74]3[CH:75]=[CH:76][CH:77]=[CH:78][CH:79]=3)[O:57][C@H:56]([O:81][C@H:82]3[C@@H:95]([O:96][CH2:97][C:98]4[CH:99]=[CH:100][CH:101]=[CH:102][CH:103]=4)[C@H:94]([O:104][CH2:105][C:106]4[CH:107]=[CH:108][CH:109]=[CH:110][CH:111]=4)[C@@H:93]([CH2:112][O:113][CH2:114][C:115]4[CH:116]=[CH:117][CH:118]=[CH:119][CH:120]=4)[O:92][C@@H:83]3[O:84][CH2:85][C:86]3[CH:91]=[CH:90][CH:89]=[CH:88][CH:87]=3)[C@H:55]2[O:54][C:46](=[O:53])[C:47]2[CH:52]=[CH:51][CH:50]=[CH:49][CH:48]=2)[C@H:6]1[O:7][C:8](=[O:15])[C:9]1[CH:10]=[CH:11][CH:12]=[CH:13][CH:14]=1)[CH:19]=[CH2:20].